The task is: Predict which catalyst facilitates the given reaction.. This data is from Catalyst prediction with 721,799 reactions and 888 catalyst types from USPTO. (1) Product: [Cl:1][C:2]1[CH:7]=[CH:6][CH:5]=[CH:4][C:3]=1[C:8]1[N:9]([C:21]2[CH:26]=[CH:25][C:24]([N+:27]([O-:29])=[O:28])=[CH:23][CH:22]=2)[C:10]([CH3:20])=[C:11]([C:13]([OH:15])=[O:14])[N:12]=1. The catalyst class is: 4. Reactant: [Cl:1][C:2]1[CH:7]=[CH:6][CH:5]=[CH:4][C:3]=1[C:8]1[N:9]([C:21]2[CH:26]=[CH:25][C:24]([N+:27]([O-:29])=[O:28])=[CH:23][CH:22]=2)[C:10]([CH3:20])=[C:11]([C:13]([O:15]C(C)(C)C)=[O:14])[N:12]=1.FC(F)(F)C(O)=O. (2) Reactant: [CH3:1][C@H:2]1[CH2:7][CH2:6][C@H:5]([C:8](Cl)=[O:9])[CH2:4][CH2:3]1.[CH3:11][O:12][C:13]([C:15]1[S:16][C:17]([Br:31])=[CH:18][C:19]=1[NH:20][CH:21]1[CH2:30][CH2:29][C:24]2([O:28][CH2:27][CH2:26][O:25]2)[CH2:23][CH2:22]1)=[O:14].N1C=CC=CC=1.CO. Product: [CH3:11][O:12][C:13]([C:15]1[S:16][C:17]([Br:31])=[CH:18][C:19]=1[N:20]([CH:21]1[CH2:22][CH2:23][C:24]2([O:28][CH2:27][CH2:26][O:25]2)[CH2:29][CH2:30]1)[C:8]([C@H:5]1[CH2:6][CH2:7][C@H:2]([CH3:1])[CH2:3][CH2:4]1)=[O:9])=[O:14]. The catalyst class is: 11. (3) Reactant: [F:1][C:2]1[C:3]([CH:21]=[O:22])=[C:4]([CH:14]=[C:15]([C:17]([F:20])([F:19])[F:18])[CH:16]=1)[C:5](N(C(C)C)C(C)C)=[O:6].[BH4-].[Na+]. Product: [F:1][C:2]1[CH:16]=[C:15]([C:17]([F:20])([F:19])[F:18])[CH:14]=[C:4]2[C:3]=1[CH2:21][O:22][C:5]2=[O:6]. The catalyst class is: 8. (4) Reactant: [N+:1]([C:4]1[CH:5]=[C:6]([C:10]2[CH2:14][CH:13]([CH2:15][CH2:16][CH:17]=O)[O:12][N:11]=2)[CH:7]=[CH:8][CH:9]=1)([O-:3])=[O:2].[C:19]1([N:25]2[CH2:30][CH2:29][NH:28][CH2:27][CH2:26]2)[CH:24]=[CH:23][CH:22]=[CH:21][CH:20]=1.[BH-](OC(C)=O)(OC(C)=O)OC(C)=O.[Na+]. Product: [N+:1]([C:4]1[CH:5]=[C:6]([C:10]2[CH2:14][CH:13]([CH2:15][CH2:16][CH2:17][N:28]3[CH2:29][CH2:30][N:25]([C:19]4[CH:24]=[CH:23][CH:22]=[CH:21][CH:20]=4)[CH2:26][CH2:27]3)[O:12][N:11]=2)[CH:7]=[CH:8][CH:9]=1)([O-:3])=[O:2]. The catalyst class is: 2. (5) Reactant: [NH2:1][C:2]1[NH:6][N:5]=[C:4]([NH:7][C:8]2[CH:13]=[C:12]([C:14]([F:17])([F:16])[F:15])[C:11]([C:18]3[CH2:23][CH2:22][N:21](C(OC(C)(C)C)=O)[CH2:20][CH:19]=3)=[C:10]([Cl:31])[CH:9]=2)[N:3]=1.Cl.O1CCOCC1. Product: [ClH:31].[Cl:31][C:10]1[CH:9]=[C:8]([NH:7][C:4]2[N:3]=[C:2]([NH2:1])[NH:6][N:5]=2)[CH:13]=[C:12]([C:14]([F:15])([F:16])[F:17])[C:11]=1[C:18]1[CH2:23][CH2:22][NH:21][CH2:20][CH:19]=1. The catalyst class is: 5. (6) Reactant: [CH2:1]([CH:8]1[CH2:12][CH2:11][CH2:10][N:9]1[CH2:13][CH2:14][CH3:15])[C:2]1[CH:7]=[CH:6][CH:5]=[CH:4][CH:3]=1.OS(O)(=O)=O.[N+:21]([O-])([OH:23])=[O:22].O. Product: [N+:21]([C:5]1[CH:6]=[CH:7][C:2]([CH2:1][CH:8]2[CH2:12][CH2:11][CH2:10][N:9]2[CH2:13][CH2:14][CH3:15])=[CH:3][CH:4]=1)([O-:23])=[O:22]. The catalyst class is: 463. (7) Reactant: C(OC([N:8]1[C:12]2C=CC=N[C:11]=2[C:10]([C:17]#[C:18][C:19]2[CH:24]=[CH:23][C:22]([Cl:25])=[C:21]([O:26][C:27]3[CH:32]=[C:31]([C:33]#[N:34])[CH:30]=[C:29]([Cl:35])[CH:28]=3)[CH:20]=2)=[N:9]1)=O)(C)(C)C. Product: [Cl:35][C:29]1[CH:30]=[C:31]([CH:32]=[C:27]([O:26][C:21]2[CH:20]=[C:19]([CH2:18][CH2:17][C:10]3[C:11]4[C:12](=[N:8][CH:12]=[CH:11][CH:10]=4)[NH:8][N:9]=3)[CH:24]=[CH:23][C:22]=2[Cl:25])[CH:28]=1)[C:33]#[N:34]. The catalyst class is: 50.